This data is from Full USPTO retrosynthesis dataset with 1.9M reactions from patents (1976-2016). The task is: Predict the reactants needed to synthesize the given product. (1) Given the product [CH:1]([N:4]1[C:9](=[O:10])[CH:8]=[CH:7][C:6]([C:11]2[C:12]([C:20]3[CH:25]=[CH:24][CH:23]=[CH:22][CH:21]=3)=[N:13][C:14]([N:26]3[CH2:31][CH2:30][O:29][CH2:28][CH2:27]3)=[N:15][CH:16]=2)=[N:5]1)([CH3:3])[CH3:2], predict the reactants needed to synthesize it. The reactants are: [CH:1]([N:4]1[C:9](=[O:10])[CH:8]=[CH:7][C:6]([C:11]2[C:12]([C:20]3[CH:25]=[CH:24][CH:23]=[CH:22][CH:21]=3)=[N:13][C:14](S(C)=O)=[N:15][CH:16]=2)=[N:5]1)([CH3:3])[CH3:2].[NH:26]1[CH2:31][CH2:30][O:29][CH2:28][CH2:27]1.O. (2) Given the product [Cl:14][C:7]1[C:6](=[O:13])[NH:5][C:4]([CH:1]2[CH2:2][CH2:3]2)=[N:9][C:8]=1[C:10]([OH:12])=[O:11], predict the reactants needed to synthesize it. The reactants are: [CH:1]1([C:4]2[NH:5][C:6](=[O:13])[CH:7]=[C:8]([C:10]([OH:12])=[O:11])[N:9]=2)[CH2:3][CH2:2]1.[ClH:14].Cl[O-].[Na+].S(=O)(O)[O-].[Na+]. (3) The reactants are: [CH3:1][C:2](C)([O-:4])C.[Na+].C(O)C.[Cl:10][C:11]1[CH:18]=[CH:17][CH:16]=[C:15](F)[C:12]=1[C:13]#[N:14].C(Cl)(Cl)Cl. Given the product [Cl:10][C:11]1[CH:18]=[CH:17][CH:16]=[C:15]([O:4][CH2:2][CH3:1])[C:12]=1[C:13]#[N:14], predict the reactants needed to synthesize it.